This data is from Catalyst prediction with 721,799 reactions and 888 catalyst types from USPTO. The task is: Predict which catalyst facilitates the given reaction. (1) Reactant: C1(P(C2C=CC=CC=2)C2C=CC=CC=2)C=CC=CC=1.BrN1C(=O)CCC1=O.[Cl:28][C:29]1[CH:30]=[C:31]([C@@H:39]([CH2:43][CH:44]2[CH2:48][CH2:47][CH2:46][CH2:45]2)[C:40]([OH:42])=O)[CH:32]=[CH:33][C:34]=1[S:35]([CH3:38])(=[O:37])=[O:36].[NH2:49][C:50]1[NH:51][C:52]2[CH:58]=[CH:57][CH:56]=[CH:55][C:53]=2[N:54]=1.N1C=CC=CC=1. Product: [NH:51]1[C:52]2[CH:58]=[CH:57][CH:56]=[CH:55][C:53]=2[N:54]=[C:50]1[NH:49][C:40](=[O:42])[C@@H:39]([C:31]1[CH:32]=[CH:33][C:34]([S:35]([CH3:38])(=[O:36])=[O:37])=[C:29]([Cl:28])[CH:30]=1)[CH2:43][CH:44]1[CH2:48][CH2:47][CH2:46][CH2:45]1. The catalyst class is: 34. (2) Product: [CH3:6][CH:4]1[N:15]([CH2:9][CH2:10][CH2:11][CH2:12][CH2:13][CH3:14])[C:1](=[O:8])[CH2:2][CH2:3]1. Reactant: [C:1]([OH:8])(=O)[CH2:2][CH2:3][C:4]([CH3:6])=O.[CH2:9]([NH2:15])[CH2:10][CH2:11][CH2:12][CH2:13][CH3:14]. The catalyst class is: 6. (3) Reactant: C([O:5][C:6](=[O:36])[CH2:7][O:8][C:9]1[C:14]2[CH2:15][CH2:16][CH2:17][CH2:18][CH:19]([N:20]([S:22]([C:25]3[CH:30]=[C:29]([C:31]([F:34])([F:33])[F:32])[CH:28]=[C:27](F)[CH:26]=3)(=[O:24])=[O:23])[CH3:21])[C:13]=2[CH:12]=[CH:11][CH:10]=1)(C)(C)C.[CH3:37][O-:38].[Na+]. Product: [CH3:37][O:38][C:27]1[CH:26]=[C:25]([S:22]([N:20]([CH3:21])[CH:19]2[C:13]3[CH:12]=[CH:11][CH:10]=[C:9]([O:8][CH2:7][C:6]([OH:36])=[O:5])[C:14]=3[CH2:15][CH2:16][CH2:17][CH2:18]2)(=[O:23])=[O:24])[CH:30]=[C:29]([C:31]([F:33])([F:34])[F:32])[CH:28]=1. The catalyst class is: 475. (4) Reactant: Br[CH2:2][C@@H:3]([C:5]1[CH:10]=[CH:9][C:8]([O:11][CH2:12][C:13]2[CH:18]=[CH:17][CH:16]=[CH:15][CH:14]=2)=[C:7]([NH:19][S:20]([CH3:23])(=[O:22])=[O:21])[CH:6]=1)[OH:4].[Na+].[I-:25]. Product: [I:25][CH2:2][C@@H:3]([C:5]1[CH:10]=[CH:9][C:8]([O:11][CH2:12][C:13]2[CH:18]=[CH:17][CH:16]=[CH:15][CH:14]=2)=[C:7]([NH:19][S:20]([CH3:23])(=[O:22])=[O:21])[CH:6]=1)[OH:4]. The catalyst class is: 21. (5) Reactant: [C:1]([C:3]1[CH:4]=[C:5]([C:13]2[S:17][C:16]([C:18]3[C:19]([CH3:35])=[C:20]4[C:25](=[CH:26][CH:27]=3)[CH2:24][N:23]([CH2:28][CH2:29][C:30]([O:32]CC)=[O:31])[CH2:22][CH2:21]4)=[N:15][N:14]=2)[CH:6]=[CH:7][C:8]=1[O:9][CH:10]([CH3:12])[CH3:11])#[N:2].[OH-].[Na+:37]. Product: [Na+:37].[C:1]([C:3]1[CH:4]=[C:5]([C:13]2[S:17][C:16]([C:18]3[C:19]([CH3:35])=[C:20]4[C:25](=[CH:26][CH:27]=3)[CH2:24][N:23]([CH2:28][CH2:29][C:30]([O-:32])=[O:31])[CH2:22][CH2:21]4)=[N:15][N:14]=2)[CH:6]=[CH:7][C:8]=1[O:9][CH:10]([CH3:12])[CH3:11])#[N:2]. The catalyst class is: 14. (6) Reactant: [Cl:1][C:2]1[C:6]2[CH:7]=[C:8]([CH:13]=[O:14])[C:9](F)=[C:10]([F:11])[C:5]=2[O:4][N:3]=1.C(N(C(C)C)CC)(C)C.[CH3:24][C@H:25]1[O:30][C@@H:29]([CH3:31])[CH2:28][NH:27][CH2:26]1. Product: [Cl:1][C:2]1[C:6]2[CH:7]=[C:8]([CH:13]=[O:14])[C:9]([N:27]3[CH2:26][C@H:25]([CH3:24])[O:30][C@H:29]([CH3:31])[CH2:28]3)=[C:10]([F:11])[C:5]=2[O:4][N:3]=1. The catalyst class is: 10. (7) Reactant: Cl[C:2]1[N:7]=[C:6]([N:8]2[CH2:13][CH2:12][CH:11]([C:14]3[CH:19]=[CH:18][C:17]([CH:20]([CH3:26])[C:21]([NH:23][CH2:24][CH3:25])=[O:22])=[CH:16][CH:15]=3)[CH2:10][CH2:9]2)[CH:5]=[CH:4][N:3]=1.[CH2:27]([OH:29])[CH3:28].[H-].[Na+]. Product: [CH2:27]([O:29][C:2]1[N:7]=[C:6]([N:8]2[CH2:13][CH2:12][CH:11]([C:14]3[CH:19]=[CH:18][C:17]([CH:20]([CH3:26])[C:21]([NH:23][CH2:24][CH3:25])=[O:22])=[CH:16][CH:15]=3)[CH2:10][CH2:9]2)[CH:5]=[CH:4][N:3]=1)[CH3:28]. The catalyst class is: 12.